From a dataset of Human Reference Interactome with 51,813 positive PPI pairs across 8,248 proteins, plus equal number of experimentally-validated negative pairs. Binary Classification. Given two protein amino acid sequences, predict whether they physically interact or not. (1) Protein 1 (ENSG00000196990) has sequence MTAGTVVITGGILATVILLCIIAVLCYCRLQYYCCKKDESEEDEEEPDFAVHSHLPPLHSNRNLVLTNGPALYPTASTSFSQKSPQARALCRSCSHCEPPTFFLQEPPEEEEDVLNGGERVLYKSVSQEDVELPPGGFGGLQALNPNRLSAMREAFARSRSISTDV*. Protein 2 (ENSG00000118156) has sequence XHSFQWLRNLPGCPKSKGNNVFVVHKPSAVPSREGSESGPGPSSGSPSEESPPGPGGGLEDALPFPAALLRVPAEAPSDPRSASGEDDPCAPKKVKVDCDSFLCQNPGEPGLQEAQKAGGLPADASPLFRQLFLKSQEPLVSHEQMQVFQMITKSQRIFSHAQVAAVSSQLPAPEGKPAALRPLQGPWPQQPPPLAPAVDSLHAGPGNPEAEGSPARRRKTTPGVPREASPGSTRRDAKGGLKVAAVPTPLAAPSLDPSRNPDISSLAKQLRSSKGTLDLEDIFPSTGQRQTQLGGEEPP.... Result: 0 (the proteins do not interact). (2) Protein 1 (ENSG00000170788) has sequence MESIYLQKHLGACLTQGLAEVARVRPVDPIEYLALWIYKYKENVTMEQLRQKEMAKLERERELALMEQEMMERLKAEELLLQQQQLALQLELEMQEKERQRIQELQRAQEQLGKEMRMNMENLVRNEDILHSEEATLDSGKTLAEISDRYGAPNLSRVEELDEPMFSDIALNIDQDL*MESIYLQKHLGACLTQGLAEVARVRPVDPIEYLALWIYKYKENVTMEQLRQKEMAKLERERELALMEQEMMERLKAEELLLQQQQLALQLELEMQEKERQRIQELQRAQEQLGKEMRMNMEN.... Protein 2 (ENSG00000160202) has sequence MDVTIQHPWFKRTLGPFYPSRLFDQFFGEGLFEYDLLPFLSSTISPYYRQSLFRTVLDSGISEVRSDRDKFVIFLDVKHFSPEDLTVKVQDDFVEIHGKHNERQDDHGYISREFHRRYRLPSNVDQSALSCSLSADGMLTFCGPKIQTGLDATHAERAIPVSREEKPTSAPSS*MSSACPRLAKLLASLLRCPAKAKRTGNGRPPPHPTTGLLSEPRVRSDRDKFVIFLDVKHFSPEDLTVKVQDDFVEIHGKHNERQDDHGYISREFHRRYRLPSNVDQSALSCSLSADGMLTFCGPKI.... Result: 0 (the proteins do not interact). (3) Protein 1 (ENSG00000070808) has sequence MATITCTRFTEEYQLFEELGKGAFSVVRRCVKVLAGQEYAAKIINTKKLSARDHQKLEREARICRLLKHPNIVRLHDSISEEGHHYLIFDLVTGGELFEDIVAREYYSEADASHCIQQILEAVLHCHQMGVVHRDLKPENLLLASKLKGAAVKLADFGLAIEVEGEQQAWFGFAGTPGYLSPEVLRKDPYGKPVDLWACGVILYILLVGYPPFWDEDQHRLYQQIKAGAYDFPSPEWDTVTPEAKDLINKMLTINPSKRITAAEALKHPWISHRSTVASCMHRQETVDCLKKFNARRKLK.... Protein 2 (ENSG00000136319) has sequence MMADEEEEVKPILQKLQELVDQLYSFRDCYFETHSVEDAGRKQQDVQKEMEKTLQQMEEVVGSVQGKAQVLMLTGKALNVTPDYSPKAEELLSKAVKLEPELVEAWNQLGEVYWKKGDVAAAHTCFSGALTHCRNKVSLQNLSMVLRQLRTDTEDEHSHHVMDSVRQAKLAVQMDVHDGRSWYILGNSYLSLYFSTGQNPKISQQALSAYAQAEKVDRKASSNPDLHLNRATLHKYEESYGEALEGFSRAAALDPAWPEPRQREQQLLEFLDRLTSLLESKGKVKTKKLQSMLGSLRPAH.... Result: 1 (the proteins interact). (4) Protein 1 (ENSG00000119772) has sequence MPAMPSSGPGDTSSSAAEREEDRKDGEEQEEPRGKEERQEPSTTARKVGRPGRKRKHPPVESGDTPKDPAVISKSPSMAQDSGASELLPNGDLEKRSEPQPEEGSPAGGQKGGAPAEGEGAAETLPEASRAVENGCCTPKEGRGAPAEAGKEQKETNIESMKMEGSRGRLRGGLGWESSLRQRPMPRLTFQAGDPYYISKRKRDEWLARWKREAEKKAKVIAGMNAVEENQGPGESQKVEEASPPAVQQPTDPASPTVATTPEPVGSDAGDKNATKAGDDEPEYEDGRGFGIGELVWGKL.... Protein 2 (ENSG00000196700) has sequence MTDPFCVGGRRLPGSSKSGPGKDGSRKEVRLPMLHDPPKMGMPVVRGGQTVPGQAPLCFDPGSPASDKTEGKKKGRPKAENQALRDIPLSLMNDWKDEFKAHSRVKCPNSGCWLEFPSIYGLKYHYQRCQGGAISDRLAFPCPFCEAAFTSKTQLEKHRIWNHMDRPLPASKPGPISRPVTISRPVGVSKPIGVSKPVTIGKPVGVSKPIGISKPVSVGRPMPVTKAIPVTRPVPVTKPVTVSRPMPVTKAMPVTKPITVTKSVPVTKPVPVTKPITVTKLVTVTKPVPVTKPVTVSRPI.... Result: 0 (the proteins do not interact). (5) Protein 1 (ENSG00000145414) has sequence MEVVEAAAAQLETLKFNGTDFGVGEGPAAPSPGSAPVPGTQPPLQSFEGSPDAGQTVEVKPAGEQPLQPVLNAVAAGTPAPQPQPPAESPACGDCVTSPGAAEPARAPDSLETSDSDSDSDSETDSDSSSSSSSSSSSSSSSSSSCISLPPVLSDGDDDLQIEKENKNFPLKTKDELLLNELPSVEELTIILPEDIELKPLGMVSSIIEQLVIIESMTNLPPVNEETVIFKSDRQAAGKIFEIFGPVAHPFYVLRFNSSDHIESKGIKIKETMYFAPSMKDFTQYIFTEKLKQDKGSDAS.... Protein 2 (ENSG00000164062) has sequence MERQVLLSEPEEAAALYRGLSRQPALSAACLGPEVTTQYGGQYRTVHTEWTQRDLERMENIRFCRQYLVFHDGDSVVFAGPAGNSVETRGELLSRESPSGTMKAVLRKAGGTGPGEEKQFLEVWEKNRKLKSFNLSALEKHGPVYEDDCFGCLSWSHSETHLLYVAEKKRPKAESFFQTKALDVSASDDEIARLKKPDQAIKGDQFVFYEDWGENMVSKSIPVLCVLDVESGNISVLEGVPENVSPGQAFWAPGDAGVVFVGWWHEPFRLGIRFCTNRRSALYYVDLIGGKCELLSDDSL.... Result: 0 (the proteins do not interact). (6) Protein 1 (ENSG00000100664) has sequence MSVNVNRSVSDQFYRYKMPRLIAKVEGKGNGIKTVIVNMVDVAKALNRPPTYPTKYFGCELGAQTQFDVKNDRYIVNGSHEANKLQDMLDGFIKKFVLCPECENPETDLHVNPKKQTIGNSCKACGYRGMLDTHHKLCTFILKNPPENSDSGTGKKEKEKKNRKGKDKENGSVSSSETPPPPPPPNEINPPPHTMEEEEDDDWGEDTTEEAQRRRMDEISDHAKVLTLSDDLERTIEERVNILFDFVKKKKEEGVIDSSDKEIVAEAERLDVKAMGPLVLTEVLFNEKIREQIKKYRRHF.... Protein 2 (ENSG00000162032) has sequence MARRPRNSRAWHFVLSAARRDADARAVALAGSTNWGYDSDGQHSDSDSDPEYSTLPPSIPSAVPVTGESFCDCAGQSEASFCSSLHSAHRGRDCRCGEEDEYFDWVWDDLNKSSATLLSCDNRKVSFHMEYSCGTAAIRGTKELGEGQHFWEIKMTSPVYGTDMMVGIGTSDVDLDKYRHTFCSLLGRDEDSWGLSYTGLLHHKGDKTSFSSRFGQGSIIGVHLDTWHGTLTFFKNRKCIGVAATKLQNKRFYPMVCSTAARSSMKVTRSCASATSLQYLCCHRLRQLRPDSGDTLEGLP.... Result: 0 (the proteins do not interact). (7) Protein 1 (ENSG00000100916) has sequence MPVHSRGDKKETNHHDEMEVDYAENEGSSSEDEDTESSSVSEDGDSSEMDDEDCERRRMECLDEMSNLEKQFTDLKDQLYKERLSQVDAKLQEVIAGKAPEYLEPLATLQENMQIRTKVAGIYRELCLESVKNKYECEIQASRQHCESEKLLLYDTVQSELEEKIRRLEEDRHSIDITSELWNDELQSRKKRKDPFSPDKKKPVVVSGPYIVYMLQDLDILEDWTTIRKAMATLGPHRVKTEPPVKLEKHLHSARSEEGRLYYDGEWYIRGQTICIDKKDECPTSAVITTINHDEVWFKR.... Protein 2 (ENSG00000215704) has sequence MIRTLLLSTLVAGALSCGVSTYAPDMSRMLGGEEARPNSWPWQVSLQYSSNGQWYHTCGGSLIANSWVLTAAHCISSSGIYRVMLGQHNLYVAESGSLAVSVSKIVVHKDWNSDQVSKGNDIALLKLANPVSLTDKIQLACLPPAGTILPNNYPCYVTGWGRLQTNGALPDDLKQGQLLVVDYATCSSSGWWGSTVKTNMICAGGDGVICTCNGDSGGPLNCQASDGRWEVHGIGSLTSVLGCNYYYKPSIFTRVSNYNDWINSVIANN*CGVSTYAPDMSRMLGGEEARPNSWPWQVSL.... Result: 0 (the proteins do not interact).